Dataset: Full USPTO retrosynthesis dataset with 1.9M reactions from patents (1976-2016). Task: Predict the reactants needed to synthesize the given product. (1) Given the product [P:1]([O-:5])([O-:4])([O-:3])=[O:2].[Ca+2:10].[Ca+2:10].[Ca+2:10].[P:1]([O-:5])([O-:4])([O-:3])=[O:2], predict the reactants needed to synthesize it. The reactants are: [P:1]([O-:5])([O-:4])([O-:3])=[O:2].[Na+].[Na+].[Na+].[Cl-].[Ca+2:10].[Cl-]. (2) Given the product [ClH:25].[NH2:15][CH:3]([C:4]1[CH:9]=[CH:8][C:7]([O:10][C:11]([F:12])([F:13])[F:14])=[CH:6][CH:5]=1)[C:2]([CH3:24])([OH:1])[CH3:23], predict the reactants needed to synthesize it. The reactants are: [OH:1][C:2]([CH3:24])([CH3:23])[CH:3]([NH:15]C(=O)OC(C)(C)C)[C:4]1[CH:9]=[CH:8][C:7]([O:10][C:11]([F:14])([F:13])[F:12])=[CH:6][CH:5]=1.[ClH:25].C(OCC)(=O)C. (3) Given the product [CH3:9][O:8][C:5]1[CH:6]=[CH:7][C:2]([Si:16]([CH3:19])([CH3:18])[CH3:17])=[N:3][CH:4]=1, predict the reactants needed to synthesize it. The reactants are: Br[C:2]1[CH:7]=[CH:6][C:5]([O:8][CH3:9])=[CH:4][N:3]=1.[Li]CCCC.Cl[Si:16]([CH3:19])([CH3:18])[CH3:17]. (4) Given the product [CH2:7]([CH2:14][CH2:15][N:16]=[C:17]=[O:18])[CH2:8][CH2:9][CH2:10][N:11]=[C:12]=[O:13].[CH2:7]([CH2:14][CH2:15][N:16]=[C:17]=[O:18])[CH2:8][CH2:9][CH2:10][N:11]=[C:12]=[O:13].[CH2:7]([CH2:14][CH2:15][N:16]=[C:17]=[O:18])[CH2:8][CH2:9][CH2:10][N:11]=[C:12]=[O:13], predict the reactants needed to synthesize it. The reactants are: NC(OCC)=O.[CH2:7]([CH2:14][CH2:15][N:16]=[C:17]=[O:18])[CH2:8][CH2:9][CH2:10][N:11]=[C:12]=[O:13].